Dataset: Reaction yield outcomes from USPTO patents with 853,638 reactions. Task: Predict the reaction yield, written as a fraction of the theoretical maximum amount of product (1.0 means a 100% yield; for example, 0.34 means a 34% yield). (1) The reactants are [CH3:1][O:2][C:3](=[O:11])[C:4]1[CH:9]=[CH:8][C:7]([OH:10])=[CH:6][CH:5]=1.F[B-](F)(F)F.[H+].[Br:18]N1C(=O)CCC1=O. The catalyst is C(#N)C. The product is [CH3:1][O:2][C:3](=[O:11])[C:4]1[CH:9]=[CH:8][C:7]([OH:10])=[C:6]([Br:18])[CH:5]=1. The yield is 0.890. (2) The reactants are [F:1][C:2]1[C:13]([O:14][CH3:15])=[CH:12][CH:11]=[CH:10][C:3]=1[C:4](N(OC)C)=[O:5]. The catalyst is C1COCC1.C1(C)C=CC=CC=1. The product is [F:1][C:2]1[C:13]([O:14][CH3:15])=[CH:12][CH:11]=[CH:10][C:3]=1[CH:4]=[O:5]. The yield is 0.850. (3) The reactants are [OH-].[Na+].S(O)(O)(=O)=O.[NH2:8][C:9]1[C:14]([NH2:15])=[C:13]([NH2:16])[N:12]=[CH:11][N:10]=1.[OH:17][C:18]1[CH:23]=[CH:22][C:21]([C:24]([CH:26]=O)=O)=[CH:20][CH:19]=1. The catalyst is O.CO. The product is [NH2:8][C:9]1[C:14]2[C:13](=[N:16][C:24]([C:21]3[CH:22]=[CH:23][C:18]([OH:17])=[CH:19][CH:20]=3)=[CH:26][N:15]=2)[N:12]=[CH:11][N:10]=1. The yield is 1.00. (4) The reactants are [Br:1][C:2]1[S:6][CH:5]=[C:4]([C:7]([NH2:10])([CH3:9])[CH3:8])[CH:3]=1.[C:11](=O)([O:22][CH:23]1[CH:28]2[CH2:29][CH2:30][N:25]([CH2:26][CH2:27]2)[CH2:24]1)[O:12]C1C=CC([N+]([O-])=O)=CC=1. The catalyst is C1COCC1.CN(C)C1C=CN=CC=1. The product is [Br:1][C:2]1[S:6][CH:5]=[C:4]([C:7]2([NH:10][C:11](=[O:12])[O:22][CH:23]3[CH:28]4[CH2:27][CH2:26][N:25]([CH2:30][CH2:29]4)[CH2:24]3)[CH2:9][CH2:8]2)[CH:3]=1. The yield is 0.490. (5) The reactants are [N+:1]([C:4]1[CH:14]=[CH:13][C:7]([O:8][CH2:9][C:10]([OH:12])=O)=[CH:6][CH:5]=1)([O-:3])=[O:2].Cl.C([N:18](CC)[CH2:19][CH3:20])C.CC[N:25]=C=NCCCN(C)C.Cl.C(N(C(C)C)CC)(C)C. The catalyst is C1COCC1. The product is [N+:1]([C:4]1[CH:5]=[CH:6][C:7]([O:8][CH2:9][C:10]2[O:12][N:25]=[C:19]([CH3:20])[N:18]=2)=[CH:13][CH:14]=1)([O-:3])=[O:2]. The yield is 0.600. (6) The reactants are [CH2:1]([C:4]1[CH:29]=[C:28]([O:30][C:31]2[CH:36]=[CH:35][CH:34]=[CH:33][CH:32]=2)[CH:27]=[CH:26][C:5]=1[O:6][CH2:7][CH2:8][CH2:9][O:10][C:11]1[CH:20]=[C:19]2[C:14]([CH2:15][CH2:16][CH:17]([C:21]([O:23][CH2:24][CH3:25])=[O:22])[O:18]2)=[CH:13][CH:12]=1)[CH2:2][CH3:3].CN(C)P(N(C)C)(N(C)C)=O.C[Si]([N-][Si](C)(C)C)(C)C.[Na+].I[CH2:59][CH2:60][CH3:61]. The catalyst is C1COCC1. The product is [CH2:1]([C:4]1[CH:29]=[C:28]([O:30][C:31]2[CH:32]=[CH:33][CH:34]=[CH:35][CH:36]=2)[CH:27]=[CH:26][C:5]=1[O:6][CH2:7][CH2:8][CH2:9][O:10][C:11]1[CH:20]=[C:19]2[C:14]([CH2:15][CH2:16][C:17]([CH2:59][CH2:60][CH3:61])([C:21]([O:23][CH2:24][CH3:25])=[O:22])[O:18]2)=[CH:13][CH:12]=1)[CH2:2][CH3:3]. The yield is 0.300. (7) The reactants are Cl[C:2]1[N:7]=[CH:6][C:5]([S:8]([NH:11][C:12]2[C:21]([NH:22][C:23]3[CH:28]=[C:27]([O:29][CH3:30])[CH:26]=[C:25]([O:31][CH3:32])[CH:24]=3)=[N:20][C:19]3[C:14](=[CH:15][CH:16]=[CH:17][CH:18]=3)[N:13]=2)(=[O:10])=[O:9])=[CH:4][CH:3]=1.[CH3:33][N:34]([CH3:38])[CH2:35][CH2:36][NH2:37]. The catalyst is CN(C=O)C. The product is [CH3:32][O:31][C:25]1[CH:24]=[C:23]([NH:22][C:21]2[C:12]([NH:11][S:8]([C:5]3[CH:6]=[N:7][C:2]([NH:37][CH2:36][CH2:35][N:34]([CH3:38])[CH3:33])=[CH:3][CH:4]=3)(=[O:10])=[O:9])=[N:13][C:14]3[C:19]([N:20]=2)=[CH:18][CH:17]=[CH:16][CH:15]=3)[CH:28]=[C:27]([O:29][CH3:30])[CH:26]=1. The yield is 0.190.